From a dataset of Forward reaction prediction with 1.9M reactions from USPTO patents (1976-2016). Predict the product of the given reaction. (1) Given the reactants S(=O)(=O)(O)O.[CH3:6][CH:7]([NH:18][S:19]([CH3:22])(=[O:21])=[O:20])[CH2:8][C:9]1[CH:14]=[CH:13][CH:12]=[C:11]([N+:15]([O-:17])=[O:16])[CH:10]=1.[CH2:23]=O, predict the reaction product. The product is: [CH3:6][CH:7]1[CH2:8][C:9]2[C:14](=[CH:13][CH:12]=[C:11]([N+:15]([O-:17])=[O:16])[CH:10]=2)[CH2:23][N:18]1[S:19]([CH3:22])(=[O:20])=[O:21]. (2) Given the reactants [O:1]([C:8]1[CH:13]=[CH:12][C:11]([NH2:14])=[CH:10][CH:9]=1)[C:2]1[CH:7]=[CH:6][CH:5]=[CH:4][CH:3]=1.Cl[S:16]([N:19]=[C:20]=[O:21])(=[O:18])=[O:17].[Al+3].[Cl-].[Cl-].[Cl-], predict the reaction product. The product is: [O:1]([C:8]1[CH:9]=[CH:10][C:11]2[NH:14][C:20](=[O:21])[NH:19][S:16](=[O:18])(=[O:17])[C:12]=2[CH:13]=1)[C:2]1[CH:7]=[CH:6][CH:5]=[CH:4][CH:3]=1. (3) Given the reactants [Br:1][C:2]1[CH:7]=[CH:6][C:5]([CH:8]([OH:21])[CH2:9][N:10]([CH2:18][CH2:19]O)[C:11](=[O:17])[O:12][C:13]([CH3:16])([CH3:15])[CH3:14])=[C:4]([F:22])[CH:3]=1.C1(P(C2C=CC=CC=2)C2C=CC=CC=2)C=CC=CC=1.CC(OC(/N=N/C(OC(C)C)=O)=O)C, predict the reaction product. The product is: [C:13]([O:12][C:11]([N:10]1[CH2:18][CH2:19][O:21][CH:8]([C:5]2[CH:6]=[CH:7][C:2]([Br:1])=[CH:3][C:4]=2[F:22])[CH2:9]1)=[O:17])([CH3:16])([CH3:15])[CH3:14]. (4) Given the reactants [Cl:1][C:2]1[CH:3]=[C:4]([NH:9][C:10]2[C:11]3[CH2:18][C:17](=[O:19])[NH:16][C:12]=3[N:13]=[CH:14][N:15]=2)[CH:5]=[CH:6][C:7]=1[F:8].[CH3:20][C:21]1[CH:25]=[C:24]([C:26]([N:28]2[CH2:33][CH2:32][N:31]([CH3:34])[CH2:30][CH2:29]2)=[O:27])[NH:23][C:22]=1[CH:35]=O, predict the reaction product. The product is: [Cl:1][C:2]1[CH:3]=[C:4]([NH:9][C:10]2[C:11]3[C:18](=[CH:35][C:22]4[NH:23][C:24]([C:26]([N:28]5[CH2:29][CH2:30][N:31]([CH3:34])[CH2:32][CH2:33]5)=[O:27])=[CH:25][C:21]=4[CH3:20])[C:17](=[O:19])[NH:16][C:12]=3[N:13]=[CH:14][N:15]=2)[CH:5]=[CH:6][C:7]=1[F:8]. (5) Given the reactants C([O:8][C:9]1[CH:20]=[CH:19][C:12]([O:13][CH:14]2[CH2:18][CH2:17][O:16][CH2:15]2)=[CH:11][CH:10]=1)C1C=CC=CC=1, predict the reaction product. The product is: [O:16]1[CH2:17][CH2:18][CH:14]([O:13][C:12]2[CH:19]=[CH:20][C:9]([OH:8])=[CH:10][CH:11]=2)[CH2:15]1. (6) The product is: [CH:14]1([C:12]([C:6]2[CH:7]=[N:8][C:9]3[C:4]([C:5]=2[NH:17][C@H:18]2[CH2:19][CH2:20][C@H:21]([NH:24][C:25](=[O:31])[O:26][C:27]([CH3:28])([CH3:29])[CH3:30])[CH2:22][CH2:23]2)=[CH:3][C:2]([C:37]2[CH:38]=[C:33]([F:32])[C:34]([OH:49])=[C:35]([F:48])[CH:36]=2)=[CH:11][CH:10]=3)=[O:13])[CH2:15][CH2:16]1. Given the reactants Br[C:2]1[CH:3]=[C:4]2[C:9](=[CH:10][CH:11]=1)[N:8]=[CH:7][C:6]([C:12]([CH:14]1[CH2:16][CH2:15]1)=[O:13])=[C:5]2[NH:17][C@H:18]1[CH2:23][CH2:22][C@H:21]([NH:24][C:25](=[O:31])[O:26][C:27]([CH3:30])([CH3:29])[CH3:28])[CH2:20][CH2:19]1.[F:32][C:33]1[CH:38]=[C:37](B2OC(C)(C)C(C)(C)O2)[CH:36]=[C:35]([F:48])[C:34]=1[OH:49], predict the reaction product. (7) Given the reactants [N+:1]([C:4]1[CH:13]=[C:12]2[C:7]([CH2:8][CH2:9][CH2:10][C:11]2=[O:14])=[CH:6][CH:5]=1)([O-])=O, predict the reaction product. The product is: [NH2:1][C:4]1[CH:13]=[C:12]2[C:7]([CH2:8][CH2:9][CH2:10][C:11]2=[O:14])=[CH:6][CH:5]=1. (8) The product is: [ClH:23].[CH3:15][C:12]1[CH2:13][CH2:14][CH:9]([NH:8][C:6]([NH:36][C:37]2[CH:42]=[CH:41][N:40]=[CH:39][CH:38]=2)=[O:7])[CH2:10][CH:11]=1. Given the reactants C(O[C:6]([NH:8][CH:9]1[CH2:14][CH2:13][C:12]([CH3:15])=[CH:11][CH2:10]1)=[O:7])(C)(C)C.FC(F)(F)C(O)=O.[Cl:23]CCCl.O(C([NH:36][C:37]1[CH:42]=[CH:41][N:40]=[CH:39][CH:38]=1)=O)C1C=CC=CC=1, predict the reaction product. (9) Given the reactants [F:1][C:2]([F:37])([F:36])[C:3]1[CH:4]=[C:5]([C@H:13]([O:15][C@H:16]2[CH2:24][N:23]3[C@@H:18]([CH2:19][CH:20](C(O)=O)[CH2:21][C:22]3=[O:25])[C@@H:17]2[C:29]2[CH:34]=[CH:33][C:32]([F:35])=[CH:31][CH:30]=2)[CH3:14])[CH:6]=[C:7]([C:9]([F:12])([F:11])[F:10])[CH:8]=1.C1C=CC(P(N=[N+]=[N-])(C2C=CC=CC=2)=[O:45])=CC=1.CC[N:57]([CH2:60]C)CC.[CH2:62]([OH:65])[CH:63]=[CH2:64], predict the reaction product. The product is: [F:11][C:9]([F:12])([F:10])[C:7]1[CH:6]=[C:5]([C@H:13]([O:15][C@H:16]2[CH2:24][N:23]3[C@@H:18]([CH2:19][CH:20]([NH:57][C:60](=[O:45])[O:65][CH2:62][CH:63]=[CH2:64])[CH2:21][C:22]3=[O:25])[C@@H:17]2[C:29]2[CH:34]=[CH:33][C:32]([F:35])=[CH:31][CH:30]=2)[CH3:14])[CH:4]=[C:3]([C:2]([F:37])([F:1])[F:36])[CH:8]=1.